From a dataset of Catalyst prediction with 721,799 reactions and 888 catalyst types from USPTO. Predict which catalyst facilitates the given reaction. Reactant: [Cl:1][C:2]1[N:9]=[C:8]([C:10]2[CH:15]=[CH:14][C:13]([CH3:16])=[CH:12][CH:11]=2)[C:7]([C:17]2[CH:22]=[CH:21][CH:20]=[CH:19][CH:18]=2)=[CH:6][C:3]=1[C:4]#[N:5].C1C(=O)N(Br)C(=O)C1.C(OOC(=O)C1C=CC=CC=1)(=O)C1C=CC=CC=1.[O:49]=[C:50]1[N:54]([CH:55]2[CH2:60][CH2:59][NH:58][CH2:57][CH2:56]2)[C:53]2[CH:61]=[CH:62][CH:63]=[CH:64][C:52]=2[NH:51]1.C(N(C(C)C)CC)(C)C. Product: [Cl:1][C:2]1[N:9]=[C:8]([C:10]2[CH:15]=[CH:14][C:13]([CH2:16][N:58]3[CH2:57][CH2:56][CH:55]([N:54]4[C:53]5[CH:61]=[CH:62][CH:63]=[CH:64][C:52]=5[NH:51][C:50]4=[O:49])[CH2:60][CH2:59]3)=[CH:12][CH:11]=2)[C:7]([C:17]2[CH:22]=[CH:21][CH:20]=[CH:19][CH:18]=2)=[CH:6][C:3]=1[C:4]#[N:5]. The catalyst class is: 22.